This data is from Reaction yield outcomes from USPTO patents with 853,638 reactions. The task is: Predict the reaction yield, written as a fraction of the theoretical maximum amount of product (1.0 means a 100% yield; for example, 0.34 means a 34% yield). (1) The reactants are [N+:1]([C:4]1[CH:17]=[CH:16][C:7]([CH2:8][N:9]2[CH2:14][CH2:13][NH:12][CH2:11][C:10]2=[O:15])=[C:6]([C:18]([F:21])([F:20])[F:19])[CH:5]=1)([O-:3])=[O:2].CO.[CH3:24]C(O)=O.[BH3-]C#N.[Na+].C([O-])(O)=O.[Na+]. No catalyst specified. The product is [CH3:24][N:12]1[CH2:13][CH2:14][N:9]([CH2:8][C:7]2[CH:16]=[CH:17][C:4]([N+:1]([O-:3])=[O:2])=[CH:5][C:6]=2[C:18]([F:21])([F:20])[F:19])[C:10](=[O:15])[CH2:11]1. The yield is 0.950. (2) The reactants are [Cl-].[CH3:2][C:3]1[SH+:4][CH:5]=[CH:6][CH:7]=[CH:8][CH:9]=[CH:10][CH:11]=1.[I-:12].[K+]. The catalyst is O. The product is [I-:12].[CH3:2][C:3]1[SH+:4][CH:5]=[CH:6][CH:7]=[CH:8][CH:9]=[CH:10][CH:11]=1. The yield is 0.790. (3) The reactants are C(OC([N:8]1[CH2:13][CH2:12][O:11][CH2:10][CH:9]1[CH2:14][CH2:15][C:16]([OH:18])=[O:17])=O)(C)(C)C.[ClH:19]. The catalyst is CCOC(C)=O. The product is [ClH:19].[NH:8]1[CH2:13][CH2:12][O:11][CH2:10][CH:9]1[CH2:14][CH2:15][C:16]([OH:18])=[O:17]. The yield is 0.900. (4) The product is [CH:18]1([C:21]([CH:5]2[CH2:4][O:3][C:2]([CH3:9])([CH3:1])[CH2:7][C:6]2=[O:8])=[O:22])[CH2:20][CH2:19]1. The yield is 0.100. The catalyst is C1(C)C=CC=CC=1. The reactants are [CH3:1][C:2]1([CH3:9])[CH2:7][C:6](=[O:8])[CH2:5][CH2:4][O:3]1.[Li+].CC([N-]C(C)C)C.[CH:18]1([C:21](Cl)=[O:22])[CH2:20][CH2:19]1. (5) The reactants are [CH3:1][N:2]1[C:7](=[O:8])[C:6]([NH:9][C:10]2[CH:15]=[CH:14][C:13]([N:16]3[CH2:21][CH2:20][N:19]([CH:22]4[CH2:25][O:24][CH2:23]4)[CH2:18][C@H:17]3[CH3:26])=[CH:12][N:11]=2)=[CH:5][C:4]([C:27]2[CH:32]=[CH:31][N:30]=[C:29]([N:33]3[C:45](=[O:46])[C:44]4[S:43][C:42]5[CH2:41][CH2:40][CH2:39][CH2:38][C:37]=5[C:36]=4[CH:35]=[N:34]3)[C:28]=2[CH:47]=[O:48])=[CH:3]1.[BH4-].[Na+]. The catalyst is CO. The product is [OH:48][CH2:47][C:28]1[C:29]([N:33]2[C:45](=[O:46])[C:44]3[S:43][C:42]4[CH2:41][CH2:40][CH2:39][CH2:38][C:37]=4[C:36]=3[CH:35]=[N:34]2)=[N:30][CH:31]=[CH:32][C:27]=1[C:4]1[CH:5]=[C:6]([NH:9][C:10]2[CH:15]=[CH:14][C:13]([N:16]3[CH2:21][CH2:20][N:19]([CH:22]4[CH2:23][O:24][CH2:25]4)[CH2:18][C@H:17]3[CH3:26])=[CH:12][N:11]=2)[C:7](=[O:8])[N:2]([CH3:1])[CH:3]=1. The yield is 0.190. (6) The reactants are O[N:2]1C(=O)CCC1=O.C1(N=C=NC2CCCCC2)CCCCC1.[CH3:24][C:25]1([CH3:39])[CH2:30][C:29]([CH3:32])([CH3:31])[CH2:28][C:27]([CH2:35][C:36](O)=[O:37])([CH:33]=[CH2:34])[CH2:26]1.[NH4+].[OH-]. The catalyst is C1COCC1. The product is [CH3:24][C:25]1([CH3:39])[CH2:30][C:29]([CH3:32])([CH3:31])[CH2:28][C:27]([CH2:35][C:36]([NH2:2])=[O:37])([CH:33]=[CH2:34])[CH2:26]1. The yield is 0.760.